The task is: Predict the reaction yield, written as a fraction of the theoretical maximum amount of product (1.0 means a 100% yield; for example, 0.34 means a 34% yield).. This data is from Reaction yield outcomes from USPTO patents with 853,638 reactions. (1) The reactants are [CH3:1][C:2]1[CH:6]=[C:5]([NH2:7])[N:4]([C:8]2[CH:13]=[CH:12][CH:11]=[CH:10][N:9]=2)[N:3]=1.CC[O:16][C:17]([CH:19]1[C:24](=O)[CH2:23][CH2:22][CH2:21][CH2:20]1)=O.[OH-].[Na+]. The catalyst is O. The product is [CH3:1][C:2]1[C:6]2[C:17](=[O:16])[C:19]3[CH2:24][CH2:23][CH2:22][CH2:21][C:20]=3[NH:7][C:5]=2[N:4]([C:8]2[CH:13]=[CH:12][CH:11]=[CH:10][N:9]=2)[N:3]=1. The yield is 0.140. (2) The reactants are C(OC(=O)[CH:10]([C:30]1[CH:35]=[CH:34][N:33]=[CH:32][CH:31]=1)[C:11]([C:13]1[CH:14]=[N:15][CH:16]=[CH:17][C:18]=1[CH2:19][CH2:20][CH2:21][O:22][Si:23]([C:26]([CH3:29])([CH3:28])[CH3:27])([CH3:25])[CH3:24])=[O:12])C1C=CC=CC=1.C([O-])=O.[NH4+]. The catalyst is C(O)C. The product is [Si:23]([O:22][CH2:21][CH2:20][CH2:19][C:18]1[CH:17]=[CH:16][N:15]=[CH:14][C:13]=1[C:11](=[O:12])[CH2:10][C:30]1[CH:35]=[CH:34][N:33]=[CH:32][CH:31]=1)([C:26]([CH3:29])([CH3:27])[CH3:28])([CH3:24])[CH3:25]. The yield is 0.910. (3) The product is [CH3:19][O:20][C:1](=[O:5])[C:2]([C:7]1[C:17]2=[C:18]3[C:13](=[CH:14][CH:15]=[CH:16]2)[CH2:12][CH2:11][CH2:10][N:9]3[CH:8]=1)=[O:3]. The yield is 0.840. The catalyst is C(OCC)C.C(OCC)(=O)C. The reactants are [C:1](Cl)(=[O:5])[C:2](Cl)=[O:3].[CH:7]1[C:17]2=[C:18]3[C:13](=[CH:14][CH:15]=[CH:16]2)[CH2:12][CH2:11][CH2:10][N:9]3[CH:8]=1.[CH3:19][O-:20].[Na+]. (4) The reactants are [Cl:1][C:2]1[C:3]2[N:4]([CH:20]=[CH:21][N:22]=2)[CH:5]=[C:6]([C:17](O)=[O:18])[C:7]=1[NH:8][C:9]1[CH:14]=[CH:13][C:12]([I:15])=[CH:11][C:10]=1[F:16].[OH:23][C:24]1([CH:28]2[CH2:33][CH2:32][CH2:31][CH2:30][N:29]2[C:34]([O:36][C:37]([CH3:40])([CH3:39])[CH3:38])=[O:35])[CH2:27][NH:26][CH2:25]1.Cl.CN(C)CCCN=C=NCC. The catalyst is CN(C)C1C=CN=CC=1.CN(C)C=O. The product is [Cl:1][C:2]1[C:3]2[N:4]([CH:20]=[CH:21][N:22]=2)[CH:5]=[C:6]([C:17]([N:26]2[CH2:27][C:24]([CH:28]3[CH2:33][CH2:32][CH2:31][CH2:30][N:29]3[C:34]([O:36][C:37]([CH3:40])([CH3:39])[CH3:38])=[O:35])([OH:23])[CH2:25]2)=[O:18])[C:7]=1[NH:8][C:9]1[CH:14]=[CH:13][C:12]([I:15])=[CH:11][C:10]=1[F:16]. The yield is 0.830. (5) The reactants are [N:1]1[CH:6]=[CH:5][C:4]([N:7]2[CH2:12][CH2:11][CH:10]([CH2:13][NH:14][C:15]([NH:17][C:18]3[CH:23]=[CH:22][CH:21]=[CH:20][C:19]=3[N+:24]([O-])=O)=[O:16])[CH2:9][CH2:8]2)=[CH:3][CH:2]=1. The catalyst is C(O)C.[Pd]. The product is [N:1]1[CH:6]=[CH:5][C:4]([N:7]2[CH2:8][CH2:9][CH:10]([CH2:13][NH:14][C:15]([NH:17][C:18]3[C:19]([NH2:24])=[CH:20][CH:21]=[CH:22][CH:23]=3)=[O:16])[CH2:11][CH2:12]2)=[CH:3][CH:2]=1. The yield is 0.990.